From a dataset of Peptide-MHC class I binding affinity with 185,985 pairs from IEDB/IMGT. Regression. Given a peptide amino acid sequence and an MHC pseudo amino acid sequence, predict their binding affinity value. This is MHC class I binding data. (1) The peptide sequence is CGDPSSFDY. The MHC is HLA-A01:01 with pseudo-sequence HLA-A01:01. The binding affinity (normalized) is 0.647. (2) The peptide sequence is QEGVSVTVT. The MHC is HLA-A02:01 with pseudo-sequence HLA-A02:01. The binding affinity (normalized) is 0. (3) The peptide sequence is YVFPVIFSR. The MHC is HLA-B57:01 with pseudo-sequence HLA-B57:01. The binding affinity (normalized) is 0.